Dataset: Catalyst prediction with 721,799 reactions and 888 catalyst types from USPTO. Task: Predict which catalyst facilitates the given reaction. Reactant: C[O:2][C:3](=O)[C@H:4]([NH:12][C:13]([O:15][C:16]([CH3:19])([CH3:18])[CH3:17])=[O:14])[C:5]1[CH:10]=[CH:9][C:8]([OH:11])=[CH:7][CH:6]=1.B.[Li].C(O)(=O)CC(CC(O)=O)(C(O)=O)O. The catalyst class is: 1. Product: [C:16]([O:15][C:13](=[O:14])[NH:12][C@H:4]([C:5]1[CH:10]=[CH:9][C:8]([OH:11])=[CH:7][CH:6]=1)[CH2:3][OH:2])([CH3:19])([CH3:17])[CH3:18].